From a dataset of NCI-60 drug combinations with 297,098 pairs across 59 cell lines. Regression. Given two drug SMILES strings and cell line genomic features, predict the synergy score measuring deviation from expected non-interaction effect. (1) Drug 2: CC1=C(N=C(N=C1N)C(CC(=O)N)NCC(C(=O)N)N)C(=O)NC(C(C2=CN=CN2)OC3C(C(C(C(O3)CO)O)O)OC4C(C(C(C(O4)CO)O)OC(=O)N)O)C(=O)NC(C)C(C(C)C(=O)NC(C(C)O)C(=O)NCCC5=NC(=CS5)C6=NC(=CS6)C(=O)NCCC[S+](C)C)O. Drug 1: CCC1=C2CN3C(=CC4=C(C3=O)COC(=O)C4(CC)O)C2=NC5=C1C=C(C=C5)O. Cell line: M14. Synergy scores: CSS=19.9, Synergy_ZIP=-6.91, Synergy_Bliss=1.23, Synergy_Loewe=2.47, Synergy_HSA=4.15. (2) Drug 1: C1=CC(=CC=C1C#N)C(C2=CC=C(C=C2)C#N)N3C=NC=N3. Drug 2: B(C(CC(C)C)NC(=O)C(CC1=CC=CC=C1)NC(=O)C2=NC=CN=C2)(O)O. Cell line: NCIH23. Synergy scores: CSS=33.4, Synergy_ZIP=14.0, Synergy_Bliss=11.9, Synergy_Loewe=-23.8, Synergy_HSA=-4.94. (3) Drug 1: CC1CCC2CC(C(=CC=CC=CC(CC(C(=O)C(C(C(=CC(C(=O)CC(OC(=O)C3CCCCN3C(=O)C(=O)C1(O2)O)C(C)CC4CCC(C(C4)OC)O)C)C)O)OC)C)C)C)OC. Drug 2: C1CN(P(=O)(OC1)NCCCl)CCCl. Cell line: SF-539. Synergy scores: CSS=19.2, Synergy_ZIP=-3.67, Synergy_Bliss=1.04, Synergy_Loewe=-11.8, Synergy_HSA=0.758. (4) Drug 1: CN1CCC(CC1)COC2=C(C=C3C(=C2)N=CN=C3NC4=C(C=C(C=C4)Br)F)OC. Drug 2: CC1=C2C(C(=O)C3(C(CC4C(C3C(C(C2(C)C)(CC1OC(=O)C(C(C5=CC=CC=C5)NC(=O)C6=CC=CC=C6)O)O)OC(=O)C7=CC=CC=C7)(CO4)OC(=O)C)O)C)OC(=O)C. Cell line: A549. Synergy scores: CSS=67.7, Synergy_ZIP=15.8, Synergy_Bliss=13.1, Synergy_Loewe=-2.90, Synergy_HSA=16.6. (5) Drug 1: CC1=CC=C(C=C1)C2=CC(=NN2C3=CC=C(C=C3)S(=O)(=O)N)C(F)(F)F. Drug 2: C1C(C(OC1N2C=NC3=C2NC=NCC3O)CO)O. Cell line: HCT-15. Synergy scores: CSS=-9.76, Synergy_ZIP=8.77, Synergy_Bliss=10.7, Synergy_Loewe=-2.73, Synergy_HSA=-1.36. (6) Cell line: KM12. Synergy scores: CSS=-1.97, Synergy_ZIP=-7.34, Synergy_Bliss=-17.2, Synergy_Loewe=-12.9, Synergy_HSA=-12.5. Drug 1: C1CC(=O)NC(=O)C1N2CC3=C(C2=O)C=CC=C3N. Drug 2: CC1CCC2CC(C(=CC=CC=CC(CC(C(=O)C(C(C(=CC(C(=O)CC(OC(=O)C3CCCCN3C(=O)C(=O)C1(O2)O)C(C)CC4CCC(C(C4)OC)O)C)C)O)OC)C)C)C)OC. (7) Drug 1: CC1=C(C=C(C=C1)C(=O)NC2=CC(=CC(=C2)C(F)(F)F)N3C=C(N=C3)C)NC4=NC=CC(=N4)C5=CN=CC=C5. Drug 2: C1CN1C2=NC(=NC(=N2)N3CC3)N4CC4. Cell line: CCRF-CEM. Synergy scores: CSS=48.4, Synergy_ZIP=-0.122, Synergy_Bliss=-1.96, Synergy_Loewe=-13.0, Synergy_HSA=0.0222. (8) Drug 1: C1=C(C(=O)NC(=O)N1)F. Drug 2: CCN(CC)CCNC(=O)C1=C(NC(=C1C)C=C2C3=C(C=CC(=C3)F)NC2=O)C. Cell line: SNB-19. Synergy scores: CSS=32.2, Synergy_ZIP=3.55, Synergy_Bliss=4.42, Synergy_Loewe=3.43, Synergy_HSA=3.84. (9) Drug 1: CC1=C2C(C(=O)C3(C(CC4C(C3C(C(C2(C)C)(CC1OC(=O)C(C(C5=CC=CC=C5)NC(=O)OC(C)(C)C)O)O)OC(=O)C6=CC=CC=C6)(CO4)OC(=O)C)OC)C)OC. Drug 2: C1CC(C1)(C(=O)O)C(=O)O.[NH2-].[NH2-].[Pt+2]. Cell line: RPMI-8226. Synergy scores: CSS=85.2, Synergy_ZIP=6.65, Synergy_Bliss=6.10, Synergy_Loewe=5.12, Synergy_HSA=8.95. (10) Drug 1: C1=CC(=CC=C1CC(C(=O)O)N)N(CCCl)CCCl.Cl. Drug 2: CC1=C2C(C(=O)C3(C(CC4C(C3C(C(C2(C)C)(CC1OC(=O)C(C(C5=CC=CC=C5)NC(=O)OC(C)(C)C)O)O)OC(=O)C6=CC=CC=C6)(CO4)OC(=O)C)O)C)O. Cell line: CCRF-CEM. Synergy scores: CSS=57.9, Synergy_ZIP=-4.43, Synergy_Bliss=-3.61, Synergy_Loewe=-22.6, Synergy_HSA=-4.19.